Dataset: Peptide-MHC class I binding affinity with 185,985 pairs from IEDB/IMGT. Task: Regression. Given a peptide amino acid sequence and an MHC pseudo amino acid sequence, predict their binding affinity value. This is MHC class I binding data. (1) The peptide sequence is FVNYNFTLV. The MHC is Patr-B1301 with pseudo-sequence Patr-B1301. The binding affinity (normalized) is 0.0837. (2) The peptide sequence is RPRLWRSVI. The MHC is HLA-B18:01 with pseudo-sequence HLA-B18:01. The binding affinity (normalized) is 0.0847. (3) The MHC is HLA-A02:06 with pseudo-sequence HLA-A02:06. The binding affinity (normalized) is 0. The peptide sequence is RPNMSRRVF. (4) The peptide sequence is VPAQNAIST. The MHC is HLA-A31:01 with pseudo-sequence HLA-A31:01. The binding affinity (normalized) is 0.0847. (5) The peptide sequence is TSTPQEQIGW. The MHC is HLA-B57:01 with pseudo-sequence HLA-B57:01. The binding affinity (normalized) is 0.204. (6) The peptide sequence is FPMAQVHQG. The MHC is Mamu-A2201 with pseudo-sequence Mamu-A2201. The binding affinity (normalized) is 0.374. (7) The peptide sequence is QTPGVKIAP. The MHC is HLA-A01:01 with pseudo-sequence HLA-A01:01. The binding affinity (normalized) is 0.0847. (8) The peptide sequence is FLIGVYQQY. The MHC is HLA-A02:01 with pseudo-sequence HLA-A02:01. The binding affinity (normalized) is 0.0847.